From a dataset of Experimentally validated miRNA-target interactions with 360,000+ pairs, plus equal number of negative samples. Binary Classification. Given a miRNA mature sequence and a target amino acid sequence, predict their likelihood of interaction. (1) The miRNA is mmu-miR-181d-5p with sequence AACAUUCAUUGUUGUCGGUGGGU. The protein sequence of the target gene is MEPETALWGPDLQGPEQSPNDAHRGAESENEEESPRQESSGEEIIMGDPAQSPESKDSTEMSLERSSQDPSVPQNPPTPLGHSNPLDHQIPLDPPAPEVVPTPSDWTKACEASWQWGALTTWNSPPVVPANEPSLRELVQGRPAGAEKPYICNECGKSFSQWSKLLRHQRIHTGERPNTCSECGKSFTQSSHLVQHQRTHTGEKPYKCPDCGKCFSWSSNLVQHQRTHTGEKPYKCTECEKAFTQSTNLIKHQRSHTGEKPYKCGECRRAFYRSSDLIQHQATHTGEKPYKCPECGKRFG.... Result: 0 (no interaction). (2) The miRNA is hsa-miR-519d-3p with sequence CAAAGUGCCUCCCUUUAGAGUG. The protein sequence of the target gene is MEQSCEEEKEPEPQKNIQETKQVDDEDAELIFVGVEHVNEDAELIFVGVTSNSKPVVSNILNRVTPGSWSRRKKYDHLRKDTARKLQPKSHETVTSEAVTVLPASQLESRSTDSPIIIEPLSKPDYRNSSPQVVPNNSSELPSPLITFTDSLHHPVSTALSVGGINESPRVSKQLSTFEVNSINPKRAKLRDGIIEGNSSASFPSDTFHTMNTQQSTPSNNVHTSLSHVQNGAPFPAAFPKDNIHFKPINTNLDRENELAKTDILSLTSQNKTFDPKKENPIVLLSDFYYGQHKGEGQPE.... Result: 1 (interaction). (3) The miRNA is mmu-miR-185-5p with sequence UGGAGAGAAAGGCAGUUCCUGA. The protein sequence of the target gene is MCENQPKTKADGTAQIEVIPCKICGDKSSGIHYGVITCEGCKGFFRRSQQNNASYSCPRQRNCLIDRTNRNRCQHCRLQKCLALGMSRDAVKFGRMSKKQRDSLYAEVQKHQQRLQEQRQQQSGEAEALARVYSSSISNGLSNLNTETGGTYANGHVIDLPKSEGYYSIDSGQPSPDQSGLDMTGIKQIKQEPIYDLTSVPNLFTYSSFNNGQLAPGITMSEIDRIAQNIIKSHLETCQYTMEELHQLAWQTHTYEEIKAYQSKSREALWQQCAIQITHAIQYVVEFAKRITGFMELCQN.... Result: 1 (interaction).